This data is from Catalyst prediction with 721,799 reactions and 888 catalyst types from USPTO. The task is: Predict which catalyst facilitates the given reaction. (1) Reactant: F[C:2]1[CH:12]=[CH:11][C:5]([C:6]([O:8][CH2:9][CH3:10])=[O:7])=[CH:4][C:3]=1[N+:13]([O-:15])=[O:14].[CH:16]1([NH2:22])[CH2:21][CH2:20][CH2:19][CH2:18][CH2:17]1.C(N(CC)C(C)C)(C)C. Product: [CH:16]1([NH:22][C:2]2[CH:12]=[CH:11][C:5]([C:6]([O:8][CH2:9][CH3:10])=[O:7])=[CH:4][C:3]=2[N+:13]([O-:15])=[O:14])[CH2:21][CH2:20][CH2:19][CH2:18][CH2:17]1. The catalyst class is: 3. (2) Reactant: [CH2:1]([C:4]([CH2:15][CH:16]=[CH2:17])(C(OCC)=O)[C:5]([O:7][CH2:8][CH3:9])=[O:6])[CH:2]=[CH2:3].[C-]#N.[Na+].CS(C)=O. Product: [C:5]([CH:4]([CH2:1][CH:2]=[CH2:3])[CH2:15][CH:16]=[CH2:17])([O:7][CH2:8][CH3:9])=[O:6]. The catalyst class is: 6. (3) Reactant: C[Mg]Br.Br[C:5]1[CH:6]=[C:7]([C:18]#[N:19])[N:8]([NH:10][C:11](=[O:17])[O:12][C:13]([CH3:16])([CH3:15])[CH3:14])[CH:9]=1.C([Li])CCC.CCCCCC.[CH2:31]=[O:32]. Product: [C:13]([O:12][C:11](=[O:17])[NH:10][N:8]1[CH:9]=[C:5]([CH2:31][OH:32])[CH:6]=[C:7]1[C:18]#[N:19])([CH3:16])([CH3:15])[CH3:14]. The catalyst class is: 1.